From a dataset of Catalyst prediction with 721,799 reactions and 888 catalyst types from USPTO. Predict which catalyst facilitates the given reaction. (1) Reactant: [CH2:1]([O:3][C:4]([C:6]1[CH:11]=[C:10](Br)[CH:9]=[C:8]([CH3:13])[N:7]=1)=[O:5])[CH3:2].O.[CH3:15][N:16](C=O)C. Product: [CH2:1]([O:3][C:4]([C:6]1[CH:11]=[C:10]([C:15]#[N:16])[CH:9]=[C:8]([CH3:13])[N:7]=1)=[O:5])[CH3:2]. The catalyst class is: 492. (2) Reactant: [CH3:1][O:2][C:3](=[O:28])[CH:4]([NH2:27])[CH2:5][NH:6][C:7]([N:9]1[CH2:26][CH2:25][C:12]2([N:16]([C:17]3[CH:22]=[CH:21][CH:20]=[CH:19][CH:18]=3)[CH2:15][N:14]([CH3:23])[C:13]2=[O:24])[CH2:11][CH2:10]1)=[O:8].C(N(CC)CC)C.[Cl:36][C:37]1[CH:44]=[CH:43][CH:42]=[C:41]([Cl:45])[C:38]=1[CH2:39]Br.C(=O)([O-])O.[Na+]. Product: [CH3:1][O:2][C:3](=[O:28])[CH:4]([NH:27][CH2:39][C:38]1[C:37]([Cl:36])=[CH:44][CH:43]=[CH:42][C:41]=1[Cl:45])[CH2:5][NH:6][C:7]([N:9]1[CH2:10][CH2:11][C:12]2([N:16]([C:17]3[CH:22]=[CH:21][CH:20]=[CH:19][CH:18]=3)[CH2:15][N:14]([CH3:23])[C:13]2=[O:24])[CH2:25][CH2:26]1)=[O:8]. The catalyst class is: 4. (3) Reactant: OC(C)(C)C[C@@:4]1([C:27]2[CH:32]=[CH:31][CH:30]=[CH:29][CH:28]=2)[O:9][C:8](=[O:10])[N:7]([C@H](C2C=CC(C3C=CN=C(OC)C=3)=CC=2)C)[CH2:6][CH2:5]1.C(=O)([O-])[O-].[K+].[K+].IC.Cl. Product: [C:27]1([CH:4]2[O:9][C:8](=[O:10])[NH:7][CH2:6][CH2:5]2)[CH:28]=[CH:29][CH:30]=[CH:31][CH:32]=1. The catalyst class is: 10. (4) Reactant: [CH3:1][CH2:2][C:3]1([C:11]2[CH:12]=[CH:13][C:14]([NH2:17])=[CH:15][CH:16]=2)[C:9](=[O:10])[NH:8][C:6](=[O:7])[CH2:5][CH2:4]1.[I-:18].[K+].II. Product: [NH2:17][C:14]1[CH:13]=[CH:12][C:11]([C:3]2([CH2:2][CH3:1])[CH2:4][CH2:5][C:6](=[O:7])[NH:8][C:9]2=[O:10])=[CH:16][C:15]=1[I:18]. The catalyst class is: 24. (5) Reactant: Cl[C:2]1[C:7]([N+:8]([O-:10])=[O:9])=[C:6]([NH2:11])[CH:5]=[C:4]([Cl:12])[N:3]=1.[N:13]1[C:22]2[C:17](=[CH:18][C:19]([CH2:23][NH2:24])=[CH:20][CH:21]=2)[CH:16]=[CH:15][CH:14]=1.CCN(CC)CC. Product: [Cl:12][C:4]1[N:3]=[C:2]([NH:24][CH2:23][C:19]2[CH:18]=[C:17]3[C:22](=[CH:21][CH:20]=2)[N:13]=[CH:14][CH:15]=[CH:16]3)[C:7]([N+:8]([O-:10])=[O:9])=[C:6]([NH2:11])[CH:5]=1. The catalyst class is: 23. (6) The catalyst class is: 226. Reactant: [OH:1][CH:2]([CH2:6][CH2:7][S:8][CH3:9])[C:3]([OH:5])=[O:4].C.[CH2:11](O)[CH2:12][CH2:13][CH2:14][CH2:15][CH3:16].S([O-])(O)(=O)=O.[Na+]. Product: [OH:1][CH:2]([CH2:6][CH2:7][S:8][CH3:9])[C:3]([O:5][CH2:11][CH2:12][CH2:13][CH2:14][CH2:15][CH3:16])=[O:4]. (7) Reactant: Br[C:2]1[CH:7]=[CH:6][C:5]([C:8]2([NH:12][C:13]([NH:15][C:16]3[CH:21]=[CH:20][C:19]([C:22]4[CH:27]=[CH:26][N:25]=[C:24]([CH3:28])[CH:23]=4)=[CH:18][CH:17]=3)=[O:14])[CH2:11][CH2:10][CH2:9]2)=[CH:4][CH:3]=1.[CH3:29][N:30](C=O)C. Product: [C:29]([C:2]1[CH:7]=[CH:6][C:5]([C:8]2([NH:12][C:13]([NH:15][C:16]3[CH:17]=[CH:18][C:19]([C:22]4[CH:27]=[CH:26][N:25]=[C:24]([CH3:28])[CH:23]=4)=[CH:20][CH:21]=3)=[O:14])[CH2:9][CH2:10][CH2:11]2)=[CH:4][CH:3]=1)#[N:30]. The catalyst class is: 267. (8) Reactant: [Br:1][C:2]1[CH:11]=[C:10]2[C:5]([CH2:6][CH2:7][CH:8]([CH2:19][CH:20]3[CH2:25][CH2:24][N:23]([CH2:26][CH:27]([F:29])[F:28])[CH2:22][CH2:21]3)[C:9]32[C:15](=[O:16])[N:14]([CH3:17])[C:13](=S)[NH:12]3)=[CH:4][CH:3]=1.CO.C(OO)(C)(C)C.[NH4+:38].[OH-]. Product: [NH2:38][C:13]1[N:14]([CH3:17])[C:15](=[O:16])[C:9]2([N:12]=1)[C:10]1[C:5](=[CH:4][CH:3]=[C:2]([Br:1])[CH:11]=1)[CH2:6][CH2:7][CH:8]2[CH2:19][CH:20]1[CH2:25][CH2:24][N:23]([CH2:26][CH:27]([F:29])[F:28])[CH2:22][CH2:21]1. The catalyst class is: 6. (9) Reactant: [S:1](=[O:35])(=[O:34])([O:3][CH2:4][C@@H:5]1[C@@H:12]2[C@@H:8]([O:9]C(C)(C)[O:11]2)[C@H:7]([N:15]2[CH:23]=[N:22][C:21]3[C:16]2=[N:17][CH:18]=[N:19][C:20]=3[NH:24][C@@H:25]2[C:33]3[C:28](=[CH:29][CH:30]=[CH:31][CH:32]=3)[CH2:27][CH2:26]2)[O:6]1)[NH2:2]. Product: [S:1](=[O:35])(=[O:34])([O:3][CH2:4][C@@H:5]1[C@@H:12]([OH:11])[C@@H:8]([OH:9])[C@H:7]([N:15]2[CH:23]=[N:22][C:21]3[C:16]2=[N:17][CH:18]=[N:19][C:20]=3[NH:24][C@@H:25]2[C:33]3[C:28](=[CH:29][CH:30]=[CH:31][CH:32]=3)[CH2:27][CH2:26]2)[O:6]1)[NH2:2]. The catalyst class is: 574.